From a dataset of Forward reaction prediction with 1.9M reactions from USPTO patents (1976-2016). Predict the product of the given reaction. Given the reactants CC1(C)C(C)(C)[O:5][B:4]([C:9]2[CH:18]=[C:17]3[C:12]([CH2:13][CH2:14][NH:15][CH2:16]3)=[CH:11][CH:10]=2)[O:3]1, predict the reaction product. The product is: [CH2:16]1[C:17]2[C:12](=[CH:11][CH:10]=[C:9]([B:4]([OH:5])[OH:3])[CH:18]=2)[CH2:13][CH2:14][NH:15]1.